This data is from Catalyst prediction with 721,799 reactions and 888 catalyst types from USPTO. The task is: Predict which catalyst facilitates the given reaction. (1) Reactant: O.[OH-].[Li+].C[O:5][C:6]([C:8]1[C:16]2[C:11](=[CH:12][CH:13]=[C:14]([CH3:17])[CH:15]=2)[N:10]([C:18]2[CH:27]=[CH:26][C:25]3[C:20](=[CH:21][CH:22]=[CH:23][CH:24]=3)[N:19]=2)[CH:9]=1)=[O:7]. Product: [C:6]([C:8]1[C:16]2[C:11](=[CH:12][CH:13]=[C:14]([CH3:17])[CH:15]=2)[N:10]([C:18]2[CH:27]=[CH:26][C:25]3[C:20](=[CH:21][CH:22]=[CH:23][CH:24]=3)[N:19]=2)[CH:9]=1)([OH:7])=[O:5]. The catalyst class is: 30. (2) Reactant: [NH:1]1[C:11]2[C:6](=[CH:7][CH:8]=[CH:9][CH:10]=2)[C:4](=[O:5])[C:2]1=[O:3].[CH2:12](Cl)[CH:13]=[CH2:14].C(=O)([O-])[O-].[K+].[K+]. Product: [CH2:14]([N:1]1[C:11]2[C:6](=[CH:7][CH:8]=[CH:9][CH:10]=2)[C:4](=[O:5])[C:2]1=[O:3])[CH:13]=[CH2:12]. The catalyst class is: 3. (3) Reactant: [C:1]([C:5]1[CH:20]=[CH:19][CH:18]=[CH:17][C:6]=1[O:7][C:8]1[C:13]([N:14]=C=O)=[CH:12][CH:11]=[CH:10][N:9]=1)([CH3:4])([CH3:3])[CH3:2].Cl[C:22]([O:24][CH2:25][C:26]1[CH:31]=[CH:30][CH:29]=[CH:28][CH:27]=1)=[O:23].CCN(C(C)C)C(C)C.[Cl-].[NH4+]. Product: [C:1]([C:5]1[CH:20]=[CH:19][CH:18]=[CH:17][C:6]=1[O:7][C:8]1[C:13]([NH:14][C:22](=[O:23])[O:24][CH2:25][C:26]2[CH:31]=[CH:30][CH:29]=[CH:28][CH:27]=2)=[CH:12][CH:11]=[CH:10][N:9]=1)([CH3:4])([CH3:2])[CH3:3]. The catalyst class is: 4. (4) Reactant: [F:1][C:2]1[C:3]([C:21]([F:24])([F:23])[F:22])=[C:4]([C:8]2[CH2:13][CH2:12][N:11]([C:14]([O:16][C:17]([CH3:20])([CH3:19])[CH3:18])=[O:15])[CH2:10][CH:9]=2)[CH:5]=[CH:6][CH:7]=1. Product: [F:1][C:2]1[C:3]([C:21]([F:24])([F:22])[F:23])=[C:4]([CH:8]2[CH2:9][CH2:10][N:11]([C:14]([O:16][C:17]([CH3:20])([CH3:19])[CH3:18])=[O:15])[CH2:12][CH2:13]2)[CH:5]=[CH:6][CH:7]=1. The catalyst class is: 50. (5) Reactant: [CH3:1][C:2]([CH3:26])([O:13][C:14]([NH:16][C@H:17]([C@H:21]([OH:25])[CH:22]([CH3:24])[CH3:23])[C:18](O)=[O:19])=[O:15])[CH2:3][CH2:4][CH2:5][CH2:6][C:7]1[CH:12]=[CH:11][CH:10]=[CH:9][CH:8]=1.CC(C)(OC(N[C@H]([C@@H](O)C(C)C)C(O)=O)=O)CCCCC1C=CC=CC=1.CCN(CC)CC.CN(C(ON1N=NC2C=CC=CC1=2)=[N+](C)C)C.[B-](F)(F)(F)F. Product: [CH3:1][C:2]([O:13][C:14](=[O:15])[NH:16][C@H:17]1[C:18](=[O:19])[O:25][C@@H:21]1[CH:22]([CH3:24])[CH3:23])([CH3:26])[CH2:3][CH2:4][CH2:5][CH2:6][C:7]1[CH:12]=[CH:11][CH:10]=[CH:9][CH:8]=1. The catalyst class is: 2. (6) The catalyst class is: 2. Reactant: C(N(CC)CC)C.[NH2:8][C:9]1[CH:14]=[CH:13][C:12]([C:15]([F:18])([F:17])[F:16])=[CH:11][N:10]=1.[C:19]([O:22][CH2:23][C:24](Cl)=[O:25])(=[O:21])[CH3:20]. Product: [C:19]([O:22][CH2:23][C:24](=[O:25])[NH:8][C:9]1[CH:14]=[CH:13][C:12]([C:15]([F:16])([F:18])[F:17])=[CH:11][N:10]=1)(=[O:21])[CH3:20]. (7) The catalyst class is: 135. Reactant: N#N.[NH:3]1[C:7]2[CH:8]=[CH:9][CH:10]=[CH:11][C:6]=2[N:5]=[C:4]1[CH:12]([NH:24]C(=O)OC(C)(C)C)[C:13]([C:16]1[CH:21]=[CH:20][C:19]([O:22][CH3:23])=[CH:18][CH:17]=1)([CH3:15])[CH3:14].[ClH:32]. Product: [ClH:32].[ClH:32].[NH:3]1[C:7]2[CH:8]=[CH:9][CH:10]=[CH:11][C:6]=2[N:5]=[C:4]1[CH:12]([NH2:24])[C:13]([C:16]1[CH:17]=[CH:18][C:19]([O:22][CH3:23])=[CH:20][CH:21]=1)([CH3:15])[CH3:14]. (8) Reactant: [F:1][C:2]1[CH:7]=[C:6]([F:8])[CH:5]=[CH:4][C:3]=1[C:9]1[C:21]([C:22]2[CH:23]=[CH:24][C:25](=[O:35])[N:26]([C:28]3[CH:33]=[CH:32][CH:31]=[CH:30][C:29]=3[CH3:34])[N:27]=2)=[C:12]2[NH:13][CH2:14][CH:15]([CH2:17][N:18]([CH3:20])[CH3:19])[CH2:16][N:11]2[N:10]=1.C([O-])(O)=O.[Na+]. Product: [F:1][C:2]1[CH:7]=[C:6]([F:8])[CH:5]=[CH:4][C:3]=1[C:9]1[C:21]([C:22]2[CH2:23][CH2:24][C:25](=[O:35])[N:26]([C:28]3[CH:33]=[CH:32][CH:31]=[CH:30][C:29]=3[CH3:34])[N:27]=2)=[C:12]2[NH:13][CH2:14][CH:15]([CH2:17][N:18]([CH3:20])[CH3:19])[CH2:16][N:11]2[N:10]=1. The catalyst class is: 183. (9) Reactant: [H-].[Na+].[CH2:3]([NH:6][S:7]([C:10]1[C:15]([CH3:16])=[CH:14][C:13]([CH3:17])=[CH:12][C:11]=1[CH3:18])(=[O:9])=[O:8])[CH2:4][CH3:5].[Br:19][CH2:20][CH2:21][CH2:22]Br.CCCCCC.CCOC(C)=O. The catalyst class is: 3. Product: [Br:19][CH2:20][CH2:21][CH2:22][N:6]([CH2:3][CH2:4][CH3:5])[S:7]([C:10]1[C:15]([CH3:16])=[CH:14][C:13]([CH3:17])=[CH:12][C:11]=1[CH3:18])(=[O:9])=[O:8].